This data is from Full USPTO retrosynthesis dataset with 1.9M reactions from patents (1976-2016). The task is: Predict the reactants needed to synthesize the given product. (1) Given the product [Cl:24][C:25]1[CH:26]=[C:27]([O:35][C:36]2[CH:44]=[CH:43][C:39]([C:40]([NH:58][S:55](=[O:57])(=[O:56])[NH:54][CH3:53])=[O:41])=[CH:38][C:37]=2[C:45]2[C:46]([O:51][CH3:52])=[N:47][CH:48]=[CH:49][CH:50]=2)[CH:28]=[N:29][C:30]=1[O:31][CH:32]([CH3:33])[CH3:34], predict the reactants needed to synthesize it. The reactants are: ClC1C(OC2C=CC(Cl)=C(C(F)(F)F)C=2)=CC(F)=C(C=1)C(O)=O.[Cl:24][C:25]1[CH:26]=[C:27]([O:35][C:36]2[CH:44]=[CH:43][C:39]([C:40](O)=[O:41])=[CH:38][C:37]=2[C:45]2[C:46]([O:51][CH3:52])=[N:47][CH:48]=[CH:49][CH:50]=2)[CH:28]=[N:29][C:30]=1[O:31][CH:32]([CH3:34])[CH3:33].[CH3:53][N:54](C)[S:55]([NH2:58])(=[O:57])=[O:56].CNS(N)(=O)=O. (2) Given the product [CH2:18]([N:25]1[CH2:26][CH:27]=[C:28]([C:7]2[C:6]3[C:10](=[CH:11][CH:12]=[C:4]([N+:1]([O-:3])=[O:2])[CH:5]=3)[NH:9][CH:8]=2)[CH2:29][CH2:30]1)[C:19]1[CH:24]=[CH:23][CH:22]=[CH:21][CH:20]=1, predict the reactants needed to synthesize it. The reactants are: [N+:1]([C:4]1[CH:5]=[C:6]2[C:10](=[CH:11][CH:12]=1)[NH:9][CH:8]=[CH:7]2)([O-:3])=[O:2].N1CCCC1.[CH2:18]([N:25]1[CH2:30][CH2:29][C:28](=O)[CH2:27][CH2:26]1)[C:19]1[CH:24]=[CH:23][CH:22]=[CH:21][CH:20]=1. (3) Given the product [CH2:4]([N:5]1[C:9]2[C:10]3[CH:11]=[CH:12][CH:13]=[CH:14][C:15]=3[N:16]=[C:17]([NH2:18])[C:8]=2[N:7]=[CH:6]1)[CH:2]([CH3:3])[CH3:1], predict the reactants needed to synthesize it. The reactants are: [CH3:1][CH:2]([CH2:4][N:5]1[C:9]2[C:10]3[CH:11]=[CH:12][CH:13]=[CH:14][C:15]=3[N:16]=[C:17]([NH2:18])[C:8]=2[N:7]=[CH:6]1)[CH3:3].Cl.C.[NH4+].[OH-]. (4) Given the product [C:13]([CH:15](/[CH:21]=[N:11]/[C:8]1[CH:9]=[CH:10][C:3]2[S:2](=[O:12])(=[O:1])[CH2:6][CH2:5][C:4]=2[CH:7]=1)[C:16]([O:18][CH2:19][CH3:20])=[O:17])#[N:14], predict the reactants needed to synthesize it. The reactants are: [O:1]=[S:2]1(=[O:12])[CH2:6][CH2:5][C:4]2[CH:7]=[C:8]([NH2:11])[CH:9]=[CH:10][C:3]1=2.[C:13]([C:15](=[CH:21]OCC)[C:16]([O:18][CH2:19][CH3:20])=[O:17])#[N:14].C(OCC)(=O)C. (5) Given the product [Cl:27][C:24]1[CH:25]=[CH:26][C:21]([C:12]2[C:13]([C:15]3[CH:16]=[CH:17][N:18]=[CH:19][CH:20]=3)=[N:14][N:8]3[C:7]([CH:30]4[CH2:32][CH2:31]4)=[C:6]([C:4]([OH:5])=[O:3])[N:11]=[N:10][C:9]=23)=[CH:22][C:23]=1[OH:28], predict the reactants needed to synthesize it. The reactants are: C([O:3][C:4]([C:6]1[N:11]=[N:10][C:9]2=[C:12]([C:21]3[CH:26]=[CH:25][C:24]([Cl:27])=[C:23]([O:28]C)[CH:22]=3)[C:13]([C:15]3[CH:20]=[CH:19][N:18]=[CH:17][CH:16]=3)=[N:14][N:8]2[C:7]=1[CH:30]1[CH2:32][CH2:31]1)=[O:5])C.B(Br)(Br)Br. (6) Given the product [CH2:1]([C:3]1[CH:12]=[C:11]([CH3:13])[C:10]([I:14])=[CH:9][C:4]=1[C:5]([O:7][CH3:8])=[O:6])[CH3:2], predict the reactants needed to synthesize it. The reactants are: [CH2:1]([C:3]1[CH:12]=[C:11]([CH3:13])[CH:10]=[CH:9][C:4]=1[C:5]([O:7][CH3:8])=[O:6])[CH3:2].[I:14]I.S(=O)(=O)(O)O.